This data is from Full USPTO retrosynthesis dataset with 1.9M reactions from patents (1976-2016). The task is: Predict the reactants needed to synthesize the given product. (1) Given the product [CH3:8][C:6]1[CH:5]=[C:4]([C:9]2[CH:10]=[N:11][N:12]3[C:17]([C:18]4[CH:25]=[CH:24][CH:23]=[C:20]([C:21]5[NH:28][N:27]=[N:26][N:22]=5)[CH:19]=4)=[CH:16][CH:15]=[N:14][C:13]=23)[CH:3]=[C:2]([CH3:1])[CH:7]=1, predict the reactants needed to synthesize it. The reactants are: [CH3:1][C:2]1[CH:3]=[C:4]([C:9]2[CH:10]=[N:11][N:12]3[C:17]([C:18]4[CH:19]=[C:20]([CH:23]=[CH:24][CH:25]=4)[C:21]#[N:22])=[CH:16][CH:15]=[N:14][C:13]=23)[CH:5]=[C:6]([CH3:8])[CH:7]=1.[N-:26]=[N+:27]=[N-:28].[Na+].[Cl-].[NH4+]. (2) Given the product [Cl-:36].[C:1]1([NH:7][C:8]([N:10]2[CH2:19][C:18]3[CH:17]=[N:16][C:15]4[NH:20][N:21]=[C:22]([C:23]5[CH2:28][CH2:27][NH2+:26][CH2:25][CH:24]=5)[C:14]=4[C:13]=3[CH2:12][CH2:11]2)=[O:9])[CH:2]=[CH:3][CH:4]=[CH:5][CH:6]=1, predict the reactants needed to synthesize it. The reactants are: [C:1]1([NH:7][C:8]([N:10]2[CH2:19][C:18]3[CH:17]=[N:16][C:15]4[NH:20][N:21]=[C:22]([C:23]5[CH2:28][CH2:27][N:26](C(OC(C)(C)C)=O)[CH2:25][CH:24]=5)[C:14]=4[C:13]=3[CH2:12][CH2:11]2)=[O:9])[CH:6]=[CH:5][CH:4]=[CH:3][CH:2]=1.[ClH:36]. (3) Given the product [CH3:31][O:32][C:33]1[CH:38]=[CH:37][CH:36]=[CH:35][C:34]=1[NH:39][C:40](=[O:63])[NH:41][C:42]1[CH:43]=[CH:44][C:45]([C:48]2[O:52][C:51]([CH:53]3[CH2:54][CH2:55][CH:56]([C:59]([OH:61])=[O:60])[CH2:57][CH2:58]3)=[N:50][CH:49]=2)=[CH:46][CH:47]=1, predict the reactants needed to synthesize it. The reactants are: FC(F)(F)C1C=C(NC(=O)NC2C=CC(C3SC(CCC(O)=O)=NC=3)=CC=2)C=CC=1.[CH3:31][O:32][C:33]1[CH:38]=[CH:37][CH:36]=[CH:35][C:34]=1[NH:39][C:40](=[O:63])[NH:41][C:42]1[CH:47]=[CH:46][C:45]([C:48]2[O:52][C:51]([CH:53]3[CH2:58][CH2:57][CH:56]([C:59]([O:61]C)=[O:60])[CH2:55][CH2:54]3)=[N:50][CH:49]=2)=[CH:44][CH:43]=1.